Task: Predict which catalyst facilitates the given reaction.. Dataset: Catalyst prediction with 721,799 reactions and 888 catalyst types from USPTO Reactant: COC([C:5]1[S:9][C:8]2[CH:10]=[C:11]([O:16]CC3C=CC=CC=3)[C:12]([O:14][CH3:15])=[CH:13][C:7]=2[C:6]=1[Cl:24])=O.[OH-].[Na+]. Product: [Cl:24][C:6]1[C:7]2[CH:13]=[C:12]([O:14][CH3:15])[C:11]([OH:16])=[CH:10][C:8]=2[S:9][CH:5]=1. The catalyst class is: 5.